This data is from Full USPTO retrosynthesis dataset with 1.9M reactions from patents (1976-2016). The task is: Predict the reactants needed to synthesize the given product. (1) Given the product [Cl:1][C:14]1[C:15]([C:23]#[N:24])=[N:16][C:17]([F:22])=[C:18]([F:21])[C:19]=1[F:20], predict the reactants needed to synthesize it. The reactants are: [Cl:1]C1C(C#N)=NC(Cl)=C(Cl)C=1Cl.F[C:14]1[C:15]([C:23]#[N:24])=[N:16][C:17]([F:22])=[C:18]([F:21])[C:19]=1[F:20]. (2) Given the product [F:1][C:2]1[CH:3]=[N:4][CH:5]=[CH:6][C:7]=1[C:8]1[C:13]([C:14]2[C:23]3[C:18](=[CH:19][CH:20]=[CH:21][CH:22]=3)[CH:17]=[CH:16][CH:15]=2)=[N:12][NH:11][C:10](=[O:24])[CH:9]=1, predict the reactants needed to synthesize it. The reactants are: [F:1][C:2]1[CH:3]=[N:4][CH:5]=[CH:6][C:7]=1[CH:8]1[C:13]([C:14]2[C:23]3[C:18](=[CH:19][CH:20]=[CH:21][CH:22]=3)[CH:17]=[CH:16][CH:15]=2)=[N:12][NH:11][C:10](=[O:24])[CH2:9]1.BrN1C(=O)CCC1=O.